Dataset: Reaction yield outcomes from USPTO patents with 853,638 reactions. Task: Predict the reaction yield, written as a fraction of the theoretical maximum amount of product (1.0 means a 100% yield; for example, 0.34 means a 34% yield). (1) The reactants are P([CH2:5][C:6]([O:8][CH2:9][CH3:10])=[O:7])(O)(O)=O.[H-].[Na+].[CH3:13][O:14][C:15]1[CH:22]=[CH:21][C:18]([CH:19]=O)=[CH:17][CH:16]=1. The catalyst is O1CCCC1. The product is [CH3:13][O:14][C:15]1[CH:22]=[CH:21][C:18](/[CH:19]=[CH:5]\[C:6]([O:8][CH2:9][CH3:10])=[O:7])=[CH:17][CH:16]=1. The yield is 0.988. (2) The reactants are [CH2:1]([O:3][C:4](=[O:33])[CH2:5][N:6]([C:8](=[O:32])[C@@H:9]([NH:24][C:25]([O:27][C:28]([CH3:31])([CH3:30])[CH3:29])=[O:26])[CH2:10][NH:11][S:12]([C:15]1[CH:20]=[CH:19][CH:18]=[CH:17][C:16]=1[N+:21]([O-:23])=[O:22])(=[O:14])=[O:13])[CH3:7])[CH3:2].[C:34]([O-])([O-])=O.[K+].[K+].CI. The catalyst is CN(C=O)C. The product is [CH2:1]([O:3][C:4](=[O:33])[CH2:5][N:6]([C:8](=[O:32])[C@@H:9]([NH:24][C:25]([O:27][C:28]([CH3:29])([CH3:31])[CH3:30])=[O:26])[CH2:10][N:11]([CH3:34])[S:12]([C:15]1[CH:20]=[CH:19][CH:18]=[CH:17][C:16]=1[N+:21]([O-:23])=[O:22])(=[O:14])=[O:13])[CH3:7])[CH3:2]. The yield is 0.980. (3) The reactants are [Cl:1][C:2]1[C:8]([C:9]([F:12])([F:11])[F:10])=[CH:7][C:5]([NH2:6])=[CH:4][CH:3]=1.[C:13](N1C=CN=C1)(N1C=CN=C1)=[O:14].[NH2:25][C:26]1[CH:41]=[CH:40][C:29]([O:30][C:31]2[CH:36]=[CH:35][N:34]=[C:33]([C:37]([NH2:39])=[O:38])[CH:32]=2)=[CH:28][CH:27]=1.CCOC(C)=O. The catalyst is ClC(Cl)C.C1COCC1. The product is [Cl:1][C:2]1[CH:3]=[CH:4][C:5]([NH:6][C:13]([NH:25][C:26]2[CH:41]=[CH:40][C:29]([O:30][C:31]3[CH:36]=[CH:35][N:34]=[C:33]([C:37](=[O:38])[NH2:39])[CH:32]=3)=[CH:28][CH:27]=2)=[O:14])=[CH:7][C:8]=1[C:9]([F:10])([F:11])[F:12]. The yield is 0.820.